Dataset: NCI-60 drug combinations with 297,098 pairs across 59 cell lines. Task: Regression. Given two drug SMILES strings and cell line genomic features, predict the synergy score measuring deviation from expected non-interaction effect. (1) Drug 1: C1CN1P(=S)(N2CC2)N3CC3. Drug 2: C1=CC=C(C(=C1)C(C2=CC=C(C=C2)Cl)C(Cl)Cl)Cl. Cell line: LOX IMVI. Synergy scores: CSS=4.71, Synergy_ZIP=-6.81, Synergy_Bliss=-10.1, Synergy_Loewe=-16.1, Synergy_HSA=-12.3. (2) Drug 1: C(CC(=O)O)C(=O)CN.Cl. Drug 2: CC12CCC3C(C1CCC2OP(=O)(O)O)CCC4=C3C=CC(=C4)OC(=O)N(CCCl)CCCl.[Na+]. Cell line: MOLT-4. Synergy scores: CSS=15.3, Synergy_ZIP=1.58, Synergy_Bliss=2.98, Synergy_Loewe=1.59, Synergy_HSA=1.91. (3) Drug 2: CCC1(CC2CC(C3=C(CCN(C2)C1)C4=CC=CC=C4N3)(C5=C(C=C6C(=C5)C78CCN9C7C(C=CC9)(C(C(C8N6C)(C(=O)OC)O)OC(=O)C)CC)OC)C(=O)OC)O.OS(=O)(=O)O. Drug 1: COC1=C(C=C2C(=C1)N=CN=C2NC3=CC(=C(C=C3)F)Cl)OCCCN4CCOCC4. Cell line: MCF7. Synergy scores: CSS=36.3, Synergy_ZIP=-0.997, Synergy_Bliss=2.00, Synergy_Loewe=2.47, Synergy_HSA=4.00. (4) Drug 1: C(CC(=O)O)C(=O)CN.Cl. Drug 2: C1=NNC2=C1C(=O)NC=N2. Cell line: CAKI-1. Synergy scores: CSS=13.8, Synergy_ZIP=-7.44, Synergy_Bliss=-4.41, Synergy_Loewe=-2.70, Synergy_HSA=-2.12. (5) Drug 1: C1=CC(=CC=C1C#N)C(C2=CC=C(C=C2)C#N)N3C=NC=N3. Drug 2: CC1=CC=C(C=C1)C2=CC(=NN2C3=CC=C(C=C3)S(=O)(=O)N)C(F)(F)F. Cell line: UACC62. Synergy scores: CSS=-1.11, Synergy_ZIP=7.28, Synergy_Bliss=1.78, Synergy_Loewe=-0.0797, Synergy_HSA=-0.414. (6) Synergy scores: CSS=37.6, Synergy_ZIP=8.14, Synergy_Bliss=9.93, Synergy_Loewe=12.3, Synergy_HSA=12.7. Drug 1: COC1=C(C=C2C(=C1)N=CN=C2NC3=CC(=C(C=C3)F)Cl)OCCCN4CCOCC4. Drug 2: CC1=C(C(CCC1)(C)C)C=CC(=CC=CC(=CC(=O)O)C)C. Cell line: NCI-H460. (7) Drug 1: CC1C(C(=O)NC(C(=O)N2CCCC2C(=O)N(CC(=O)N(C(C(=O)O1)C(C)C)C)C)C(C)C)NC(=O)C3=C4C(=C(C=C3)C)OC5=C(C(=O)C(=C(C5=N4)C(=O)NC6C(OC(=O)C(N(C(=O)CN(C(=O)C7CCCN7C(=O)C(NC6=O)C(C)C)C)C)C(C)C)C)N)C. Drug 2: C1C(C(OC1N2C=NC3=C2NC=NCC3O)CO)O. Cell line: 786-0. Synergy scores: CSS=19.3, Synergy_ZIP=-2.69, Synergy_Bliss=5.77, Synergy_Loewe=-16.4, Synergy_HSA=4.33. (8) Drug 1: CC1(CCCN1)C2=NC3=C(C=CC=C3N2)C(=O)N. Drug 2: CC(C)(C#N)C1=CC=C(C=C1)N2C3=C4C=C(C=CC4=NC=C3N(C2=O)C)C5=CC6=CC=CC=C6N=C5. Cell line: NCI-H460. Synergy scores: CSS=44.3, Synergy_ZIP=2.82, Synergy_Bliss=0.404, Synergy_Loewe=-62.5, Synergy_HSA=2.17. (9) Drug 1: C1=C(C(=O)NC(=O)N1)F. Drug 2: CS(=O)(=O)OCCCCOS(=O)(=O)C. Cell line: NCI-H522. Synergy scores: CSS=9.99, Synergy_ZIP=-10.6, Synergy_Bliss=-10.9, Synergy_Loewe=-21.1, Synergy_HSA=-10.8.